From a dataset of Reaction yield outcomes from USPTO patents with 853,638 reactions. Predict the reaction yield, written as a fraction of the theoretical maximum amount of product (1.0 means a 100% yield; for example, 0.34 means a 34% yield). The product is [CH2:27]([N:22]1[CH2:21][CH2:20][N:16]2[C:17]3[CH:18]=[CH:19][C:11]([O:10][CH:7]4[CH2:8][CH2:9][N:4]([CH:1]([CH3:3])[CH3:2])[CH2:5][CH2:6]4)=[CH:12][C:13]=3[CH:14]=[C:15]2[C:23]1=[O:24])[CH3:28]. No catalyst specified. The yield is 0.780. The reactants are [CH:1]([N:4]1[CH2:9][CH2:8][CH:7]([O:10][C:11]2[CH:19]=[CH:18][C:17]3[N:16]4[CH2:20][CH2:21][NH:22][C:23](=[O:24])[C:15]4=[CH:14][C:13]=3[CH:12]=2)[CH2:6][CH2:5]1)([CH3:3])[CH3:2].[H-].[Na+].[CH2:27](Br)[CH3:28].